From a dataset of Peptide-MHC class I binding affinity with 185,985 pairs from IEDB/IMGT. Regression. Given a peptide amino acid sequence and an MHC pseudo amino acid sequence, predict their binding affinity value. This is MHC class I binding data. (1) The peptide sequence is VTNLISETLK. The MHC is HLA-B53:01 with pseudo-sequence HLA-B53:01. The binding affinity (normalized) is 0. (2) The peptide sequence is FRYEFTAPF. The MHC is HLA-B08:01 with pseudo-sequence HLA-B08:01. The binding affinity (normalized) is 0.188. (3) The peptide sequence is FLPIIFDAFL. The MHC is HLA-A02:01 with pseudo-sequence HLA-A02:01. The binding affinity (normalized) is 1.00. (4) The peptide sequence is EMVELRILL. The MHC is HLA-A68:02 with pseudo-sequence HLA-A68:02. The binding affinity (normalized) is 0.595.